Dataset: Forward reaction prediction with 1.9M reactions from USPTO patents (1976-2016). Task: Predict the product of the given reaction. (1) Given the reactants [H-].[Na+].[C:3](=[O:10])([O:7][CH2:8][CH3:9])OCC.[Br:11][C:12]1[CH:17]=[CH:16][C:15]([C:18](=[O:20])[CH3:19])=[CH:14][CH:13]=1, predict the reaction product. The product is: [Br:11][C:12]1[CH:17]=[CH:16][C:15]([C:18](=[O:20])[CH2:19][C:3]([O:7][CH2:8][CH3:9])=[O:10])=[CH:14][CH:13]=1. (2) Given the reactants C(OC([N:8]1[CH2:17][CH2:16][C:15]2[C:10](=[CH:11][CH:12]=[CH:13][CH:14]=2)[C@H:9]1[C:18]1[CH:23]=[C:22]([Cl:24])[CH:21]=[CH:20][C:19]=1[O:25][CH2:26][C:27]([O:29][CH2:30][CH3:31])=[O:28])=O)(C)(C)C, predict the reaction product. The product is: [CH2:30]([O:29][C:27](=[O:28])[CH2:26][O:25][C:19]1[CH:20]=[CH:21][C:22]([Cl:24])=[CH:23][C:18]=1[C@@H:9]1[C:10]2[C:15](=[CH:14][CH:13]=[CH:12][CH:11]=2)[CH2:16][CH2:17][NH:8]1)[CH3:31]. (3) Given the reactants S(=O)(=O)(O)[OH:2].[NH2:6][C:7]1[CH:12]=[CH:11][C:10]([CH2:13][C:14]#[N:15])=[C:9]([CH3:16])[CH:8]=1, predict the reaction product. The product is: [NH2:6][C:7]1[CH:12]=[CH:11][C:10]([CH2:13][C:14]([NH2:15])=[O:2])=[C:9]([CH3:16])[CH:8]=1. (4) Given the reactants [CH3:1][O:2][C:3]1[CH:15]=[CH:14][C:6]([NH:7][C:8]2[CH:13]=[CH:12][CH:11]=[CH:10][N:9]=2)=[C:5]([NH2:16])[CH:4]=1.[S:17]1[CH:21]=[CH:20][C:19](/[CH:22]=[CH:23]/[C:24](Cl)=O)=[CH:18]1.N1C=CC=CC=1N1C2C=CC=CC=2N=C1/C=C/C1C=CC=CC=1.[C:50]([OH:55])(=[O:54])[C:51]([OH:53])=[O:52], predict the reaction product. The product is: [C:50]([OH:55])(=[O:54])[C:51]([OH:53])=[O:52].[CH3:1][O:2][C:3]1[CH:15]=[CH:14][C:6]2[N:7]([C:8]3[CH:13]=[CH:12][CH:11]=[CH:10][N:9]=3)[C:24](/[CH:23]=[CH:22]/[C:19]3[CH:20]=[CH:21][S:17][CH:18]=3)=[N:16][C:5]=2[CH:4]=1. (5) Given the reactants [CH3:1][O:2][C:3](=[O:22])[CH2:4][C:5]1[C:14]([CH2:15][CH3:16])=[C:13]([O:17]C(=O)C)[C:12]2[C:7](=[CH:8][CH:9]=[C:10]([F:21])[CH:11]=2)[CH:6]=1.C[O-].[Na+].Cl, predict the reaction product. The product is: [CH3:1][O:2][C:3](=[O:22])[CH2:4][C:5]1[C:14]([CH2:15][CH3:16])=[C:13]([OH:17])[C:12]2[C:7](=[CH:8][CH:9]=[C:10]([F:21])[CH:11]=2)[CH:6]=1.